Dataset: Reaction yield outcomes from USPTO patents with 853,638 reactions. Task: Predict the reaction yield, written as a fraction of the theoretical maximum amount of product (1.0 means a 100% yield; for example, 0.34 means a 34% yield). (1) The reactants are Cl.[Cl:2][C:3]1[CH:23]=[CH:22][C:6]([O:7][C:8]2[CH:21]=[CH:20][C:11]([O:12][CH2:13][C@@H:14]3[CH2:19][CH2:18][CH2:17][CH2:16][NH:15]3)=[CH:10][CH:9]=2)=[CH:5][CH:4]=1.Br[CH2:25][CH2:26][CH2:27][C:28]([O:30][CH3:31])=[O:29].C(N(CC)CC)C. The catalyst is ClCCl.O. The product is [CH3:31][O:30][C:28](=[O:29])[CH2:27][CH2:26][CH2:25][N:15]1[CH2:16][CH2:17][CH2:18][CH2:19][C@H:14]1[CH2:13][O:12][C:11]1[CH:20]=[CH:21][C:8]([O:7][C:6]2[CH:22]=[CH:23][C:3]([Cl:2])=[CH:4][CH:5]=2)=[CH:9][CH:10]=1. The yield is 0.340. (2) The reactants are C1(S([N:10]2[C:18]3[C:13](=[CH:14][CH:15]=[C:16]([S:19]([N:22]4[CH2:27][CH2:26][N:25]([CH2:28][CH:29]5[CH2:34][CH2:33][N:32]([C:35]6[CH:36]=[CH:37][C:38](=[O:42])[N:39]([CH3:41])[N:40]=6)[CH2:31][CH2:30]5)[C:24](=[O:43])[CH2:23]4)(=[O:21])=[O:20])[CH:17]=3)[C:12]([Cl:44])=[CH:11]2)(=O)=O)C=CC=CC=1.[F-].C([N+](CCCC)(CCCC)CCCC)CCC. The catalyst is O1CCCC1.C(O)C. The product is [Cl:44][C:12]1[C:13]2[C:18](=[CH:17][C:16]([S:19]([N:22]3[CH2:27][CH2:26][N:25]([CH2:28][CH:29]4[CH2:34][CH2:33][N:32]([C:35]5[CH:36]=[CH:37][C:38](=[O:42])[N:39]([CH3:41])[N:40]=5)[CH2:31][CH2:30]4)[C:24](=[O:43])[CH2:23]3)(=[O:20])=[O:21])=[CH:15][CH:14]=2)[NH:10][CH:11]=1. The yield is 0.710.